This data is from NCI-60 drug combinations with 297,098 pairs across 59 cell lines. The task is: Regression. Given two drug SMILES strings and cell line genomic features, predict the synergy score measuring deviation from expected non-interaction effect. Drug 1: C1=CC(=CC=C1CCC2=CNC3=C2C(=O)NC(=N3)N)C(=O)NC(CCC(=O)O)C(=O)O. Drug 2: CCC1(C2=C(COC1=O)C(=O)N3CC4=CC5=C(C=CC(=C5CN(C)C)O)N=C4C3=C2)O.Cl. Cell line: UACC62. Synergy scores: CSS=21.2, Synergy_ZIP=-4.16, Synergy_Bliss=1.23, Synergy_Loewe=1.54, Synergy_HSA=2.73.